This data is from Reaction yield outcomes from USPTO patents with 853,638 reactions. The task is: Predict the reaction yield, written as a fraction of the theoretical maximum amount of product (1.0 means a 100% yield; for example, 0.34 means a 34% yield). (1) The reactants are [NH2:1][C:2]1[CH:3]=[C:4]2[C:8](=[CH:9][CH:10]=1)[NH:7][CH:6]=[C:5]2[CH:11]1[CH2:16][CH2:15][CH:14]([N:17]([CH2:25][CH3:26])[C:18](=[O:24])[O:19][C:20]([CH3:23])([CH3:22])[CH3:21])[CH2:13][CH2:12]1.I.CS[C:30]([C:32]1[S:33][CH:34]=[CH:35][CH:36]=1)=[NH:31]. The catalyst is C(O)C. The product is [CH2:25]([N:17]([CH:14]1[CH2:13][CH2:12][CH:11]([C:5]2[C:4]3[C:8](=[CH:9][CH:10]=[C:2]([NH:1][C:30]([C:32]4[S:33][CH:34]=[CH:35][CH:36]=4)=[NH:31])[CH:3]=3)[NH:7][CH:6]=2)[CH2:16][CH2:15]1)[C:18](=[O:24])[O:19][C:20]([CH3:21])([CH3:22])[CH3:23])[CH3:26]. The yield is 0.600. (2) The reactants are [C:1]([N:8]([CH3:16])[C@H:9]([C:13](O)=[O:14])[CH:10]([CH3:12])[CH3:11])([O:3][C:4]([CH3:7])([CH3:6])[CH3:5])=[O:2].B.C1COCC1.O.C([O-])([O-])=O.[Na+].[Na+]. The catalyst is C1COCC1. The product is [C:4]([O:3][C:1](=[O:2])[N:8]([C@H:9]([CH2:13][OH:14])[CH:10]([CH3:11])[CH3:12])[CH3:16])([CH3:5])([CH3:7])[CH3:6]. The yield is 0.940.